This data is from Reaction yield outcomes from USPTO patents with 853,638 reactions. The task is: Predict the reaction yield, written as a fraction of the theoretical maximum amount of product (1.0 means a 100% yield; for example, 0.34 means a 34% yield). (1) The yield is 0.940. The product is [CH2:7]([O:6][C:4](=[O:5])[CH2:3][C:9]1([OH:15])[CH2:14][CH2:13][CH2:12][CH:11]=[CH:10]1)[CH3:8]. The catalyst is C1COCC1. The reactants are Br[Zn][CH2:3][C:4]([O:6][CH2:7][CH3:8])=[O:5].[C:9]1(=[O:15])[CH2:14][CH2:13][CH2:12][CH:11]=[CH:10]1.Cl.C(OCC)(=O)C. (2) The reactants are [CH3:1][O:2][CH2:3][CH:4]1[CH2:8][N:7]([C:9](OC(C)(C)C)=[O:10])[CH:6]([C:16]2[NH:20][C:19]3[C:21]4[C:26]([CH:27]=[CH:28][C:18]=3[N:17]=2)=[CH:25][C:24]2[C:29]3[C:34]([CH2:35][O:36][C:23]=2[CH:22]=4)=[CH:33][C:32]([B:37]2[O:41][C:40]([CH3:43])([CH3:42])[C:39]([CH3:45])([CH3:44])[O:38]2)=[CH:31][CH:30]=3)[CH2:5]1.Cl.[CH3:47][O:48][C@H:49]([CH3:59])[C@H:50]([NH:54][C:55]([O:57][CH3:58])=[O:56])C(O)=O.CN(C(ON1N=NC2C=CC=NC1=2)=[N+](C)C)C.F[P-](F)(F)(F)(F)F.CCN(C(C)C)C(C)C. The catalyst is C(Cl)Cl.CO. The product is [CH3:1][O:2][CH2:3][CH:4]1[CH2:8][N:7]([C:9](=[O:10])[CH:50]([NH:54][C:55](=[O:56])[O:57][CH3:58])[CH:49]([O:48][CH3:47])[CH3:59])[CH:6]([C:16]2[NH:20][C:19]3[C:21]4[C:26]([CH:27]=[CH:28][C:18]=3[N:17]=2)=[CH:25][C:24]2[C:29]3[C:34]([CH2:35][O:36][C:23]=2[CH:22]=4)=[CH:33][C:32]([B:37]2[O:38][C:39]([CH3:45])([CH3:44])[C:40]([CH3:42])([CH3:43])[O:41]2)=[CH:31][CH:30]=3)[CH2:5]1. The yield is 0.920. (3) The reactants are C(O[BH-](OC(=O)C)OC(=O)C)(=O)C.[Na+].[NH2:15][C:16]1[CH:25]=[CH:24][C:19]([C:20]([O:22][CH3:23])=[O:21])=[CH:18][C:17]=1[Cl:26].[C:27]1(=O)[CH2:30][CH2:29][CH2:28]1.C(O)(=O)C. The catalyst is C(Cl)Cl. The product is [Cl:26][C:17]1[CH:18]=[C:19]([CH:24]=[CH:25][C:16]=1[NH:15][CH:27]1[CH2:30][CH2:29][CH2:28]1)[C:20]([O:22][CH3:23])=[O:21]. The yield is 0.500. (4) The reactants are [NH2:1][CH:2]([CH2:20][C:21]1[CH:26]=[CH:25][C:24]([O:27]C)=[C:23]([F:29])[CH:22]=1)[CH2:3][NH:4][C:5]1[S:6][C:7]([C:10]2[CH:19]=[CH:18][C:13]3[NH:14][C:15](=O)[O:16][C:12]=3[CH:11]=2)=[CH:8][N:9]=1.B(Br)(Br)Br. The catalyst is C(Cl)Cl. The product is [NH2:1][CH:2]([CH2:20][C:21]1[CH:26]=[CH:25][C:24]([OH:27])=[C:23]([F:29])[CH:22]=1)[CH2:3][NH:4][C:5]1[S:6][C:7]([C:10]2[CH:19]=[CH:18][C:13]3[N:14]=[CH:15][O:16][C:12]=3[CH:11]=2)=[CH:8][N:9]=1. The yield is 0.350. (5) The reactants are [NH2:1][C:2]1[N:7]=[CH:6][N:5]=[C:4]2[N:8]([CH:12]([C:14]3[O:15][C:16]4[C:21]([C:22](=[O:30])[C:23]=3[C:24]3[CH:29]=[CH:28][CH:27]=[CH:26][CH:25]=3)=[CH:20][CH:19]=[CH:18][CH:17]=4)[CH3:13])[N:9]=[C:10](I)[C:3]=12.C([N:38]1[CH:42]=[C:41](B2OC(C)(C)C(C)(C)O2)[CH:40]=[N:39]1)(OC(C)(C)C)=O.C(=O)([O-])[O-].[Na+].[Na+].ClCCl. The catalyst is CN(C=O)C.C(O)C.O.[Pd]. The product is [NH2:1][C:2]1[N:7]=[CH:6][N:5]=[C:4]2[N:8]([CH:12]([C:14]3[O:15][C:16]4[C:21]([C:22](=[O:30])[C:23]=3[C:24]3[CH:29]=[CH:28][CH:27]=[CH:26][CH:25]=3)=[CH:20][CH:19]=[CH:18][CH:17]=4)[CH3:13])[N:9]=[C:10]([C:41]3[CH:42]=[N:38][NH:39][CH:40]=3)[C:3]=12. The yield is 0.190. (6) The reactants are [CH:1]([C:3]1[CH:4]=[C:5]([O:9][CH3:10])[CH:6]=[CH:7][CH:8]=1)=[CH2:2].C(O)(=[O:13])C.BrN1C(=O)CCC1=O.[OH-].[Na+]. The catalyst is O1CCOCC1.O. The product is [CH3:10][O:9][C:5]1[CH:4]=[C:3]([CH:1]2[CH2:2][O:13]2)[CH:8]=[CH:7][CH:6]=1. The yield is 1.00.